This data is from Choline transporter screen with 302,306 compounds. The task is: Binary Classification. Given a drug SMILES string, predict its activity (active/inactive) in a high-throughput screening assay against a specified biological target. (1) The molecule is Oc1cc(Nc2c3CCCc3nc3c2cc(cc3)C)ccc1. The result is 0 (inactive). (2) The compound is s1c2c(CCN(C2)C(OCC)=O)c(c1N)C#N. The result is 0 (inactive). (3) The drug is Clc1c(OCCOCCOc2ccc(OCC)cc2)c(Cl)ccc1. The result is 0 (inactive). (4) The compound is O=c1n(c(=O)n(c2nc3n(CCCN3CCc3cc(OC)c(OC)cc3)c12)C)CC=C. The result is 0 (inactive). (5) The molecule is FC(F)(F)c1cc(C(=O)NN2CCN(CC2)C)ccc1. The result is 0 (inactive).